Dataset: Reaction yield outcomes from USPTO patents with 853,638 reactions. Task: Predict the reaction yield, written as a fraction of the theoretical maximum amount of product (1.0 means a 100% yield; for example, 0.34 means a 34% yield). (1) The reactants are [CH3:1][CH:2]([NH2:4])[CH3:3].[Cl:5][C:6]1[CH:11]=[CH:10][C:9]([CH:12]2[CH2:14][O:13]2)=[CH:8][CH:7]=1.[C:15]([O:19][C:20](O[C:20]([O:19][C:15]([CH3:18])([CH3:17])[CH3:16])=[O:21])=[O:21])([CH3:18])([CH3:17])[CH3:16].C(N(CC)CC)C.N1C=CN=C1. The catalyst is C(Cl)Cl.O. The product is [Cl:5][C:6]1[CH:11]=[CH:10][C:9]([CH:12]([OH:13])[CH2:14][N:4]([CH:2]([CH3:3])[CH3:1])[C:20](=[O:21])[O:19][C:15]([CH3:18])([CH3:17])[CH3:16])=[CH:8][CH:7]=1. The yield is 0.630. (2) The reactants are [Cl:1][C:2]1[CH:7]=[CH:6][C:5]([F:8])=[CH:4][C:3]=1I.[CH3:10][Si:11]([C:14]#[CH:15])([CH3:13])[CH3:12].C(N(CC)C(C)C)(C)C. The catalyst is O1CCOCC1.C(OCC)C.[Cu]I. The product is [Cl:1][C:2]1[CH:7]=[CH:6][C:5]([F:8])=[CH:4][C:3]=1[C:15]#[C:14][Si:11]([CH3:13])([CH3:12])[CH3:10]. The yield is 0.600.